From a dataset of Catalyst prediction with 721,799 reactions and 888 catalyst types from USPTO. Predict which catalyst facilitates the given reaction. (1) Reactant: [Cl:1][C:2]1[CH:10]=[C:9]2[C:5]([CH2:6][C:7](=[O:11])[NH:8]2)=[CH:4][CH:3]=1.[Cl:12][C:13]1[CH:20]=[CH:19][C:16]([CH:17]=O)=[CH:15][CH:14]=1.N1CCCCC1. Product: [Cl:1][C:2]1[CH:10]=[C:9]2[C:5](/[C:6](=[CH:17]/[C:16]3[CH:19]=[CH:20][C:13]([Cl:12])=[CH:14][CH:15]=3)/[C:7](=[O:11])[NH:8]2)=[CH:4][CH:3]=1. The catalyst class is: 5. (2) Reactant: [H-].[Na+].[CH3:3][C:4]12[C:16]3[C:8](=[CH:9][C:10]([NH:17][C:18]4[CH:28]=[CH:27][C:21]([C:22]([O:24][CH2:25][CH3:26])=[O:23])=[CH:20][CH:19]=4)=[CH:11][C:12]=3[CH2:13][CH2:14][CH2:15]1)[CH2:7][CH2:6][CH2:5]2.Br[CH2:30][CH:31]1[CH2:33][CH2:32]1.[Cl-].[NH4+]. Product: [CH:31]1([CH2:30][N:17]([C:10]2[CH:9]=[C:8]3[C:16]4[C:4]([CH3:3])([CH2:5][CH2:6][CH2:7]3)[CH2:15][CH2:14][CH2:13][C:12]=4[CH:11]=2)[C:18]2[CH:19]=[CH:20][C:21]([C:22]([O:24][CH2:25][CH3:26])=[O:23])=[CH:27][CH:28]=2)[CH2:33][CH2:32]1. The catalyst class is: 9. (3) Reactant: [C:1]([O:5][C:6](=[O:29])[NH:7][C:8]1(/[CH:16]=[CH:17]/[C:18]2[CH:23]=[CH:22][C:21]([OH:24])=[C:20]([C:25]([F:28])([F:27])[F:26])[CH:19]=2)[CH2:13][O:12][C:11]([CH3:15])([CH3:14])[O:10][CH2:9]1)([CH3:4])([CH3:3])[CH3:2].C(=O)([O-])[O-].[K+].[K+].[C:36]1([CH2:42][CH2:43][CH2:44]Br)[CH:41]=[CH:40][CH:39]=[CH:38][CH:37]=1.O. Product: [C:1]([O:5][C:6](=[O:29])[NH:7][C:8]1(/[CH:16]=[CH:17]/[C:18]2[CH:23]=[CH:22][C:21]([O:24][CH2:44][CH2:43][CH2:42][C:36]3[CH:41]=[CH:40][CH:39]=[CH:38][CH:37]=3)=[C:20]([C:25]([F:28])([F:26])[F:27])[CH:19]=2)[CH2:13][O:12][C:11]([CH3:15])([CH3:14])[O:10][CH2:9]1)([CH3:2])([CH3:3])[CH3:4]. The catalyst class is: 9. (4) Reactant: [Cl:1][C:2]1[CH:3]=[C:4]([NH:8][C:9]2[C:14]3[N:15]=[CH:16][N:17]([CH3:18])[C:13]=3[C:12]([C:19]([OH:21])=O)=[CH:11][N:10]=2)[CH:5]=[CH:6][CH:7]=1.C([N:24]1[CH2:29][CH2:28][O:27][CH2:26][CH2:25]1)C.N1CCOCC1.O.ON1C2C=CC=CC=2N=N1.Cl.CN(C)CCCN=C=NCC. Product: [ClH:1].[Cl:1][C:2]1[CH:3]=[C:4]([NH:8][C:9]2[C:14]3[N:15]=[CH:16][N:17]([CH3:18])[C:13]=3[C:12]([C:19]([N:24]3[CH2:29][CH2:28][O:27][CH2:26][CH2:25]3)=[O:21])=[CH:11][N:10]=2)[CH:5]=[CH:6][CH:7]=1. The catalyst class is: 9. (5) Reactant: Cl[CH2:2][CH:3]=[CH:4]C.[C:6]([NH:9][C:10]1[CH:15]=[CH:14][CH:13]=[CH:12][C:11]=1[OH:16])(=[O:8])[CH3:7].C(=O)([O-])[O-].[K+].[K+]. Product: [CH:2](/[O:16][C:11]1[CH:12]=[CH:13][CH:14]=[CH:15][C:10]=1[NH:9][C:6](=[O:8])[CH3:7])=[CH:3]\[CH3:4]. The catalyst class is: 21. (6) Reactant: C[O:2][C:3](=[O:37])[C:4]1[CH:9]=[CH:8][CH:7]=[C:6]([CH:10]=[CH:11][C:12]2[CH:17]=[CH:16][C:15]([O:18][CH2:19][C:20]3[N:21]([C:28]4[C:33]([Cl:34])=[CH:32][CH:31]=[CH:30][C:29]=4[Cl:35])[N:22]=[N:23][C:24]=3[CH:25]([CH3:27])[CH3:26])=[CH:14][C:13]=2[CH3:36])[CH:5]=1.[OH-].[Li+].CCCCCC.C(OCC)(=O)C. Product: [Cl:35][C:29]1[CH:30]=[CH:31][CH:32]=[C:33]([Cl:34])[C:28]=1[N:21]1[C:20]([CH2:19][O:18][C:15]2[CH:16]=[CH:17][C:12]([CH:11]=[CH:10][C:6]3[CH:5]=[C:4]([CH:9]=[CH:8][CH:7]=3)[C:3]([OH:37])=[O:2])=[C:13]([CH3:36])[CH:14]=2)=[C:24]([CH:25]([CH3:27])[CH3:26])[N:23]=[N:22]1. The catalyst class is: 1. (7) Reactant: [CH2:1]([O:8][NH:9][C:10](=[O:19])[CH2:11][CH2:12][CH2:13][CH2:14][CH2:15][CH2:16][CH2:17]Br)[C:2]1[CH:7]=[CH:6][CH:5]=[CH:4][CH:3]=1.Cl.[CH3:21][O:22][C:23]1[CH:24]=[C:25]2[C:30](=[CH:31][C:32]=1[O:33][CH3:34])[CH:29]([C:35]1[CH:40]=[CH:39][CH:38]=[CH:37][CH:36]=1)[NH:28][CH2:27][CH2:26]2.C(=O)([O-])[O-].[K+].[K+]. Product: [CH2:1]([O:8][NH:9][C:10](=[O:19])[CH2:11][CH2:12][CH2:13][CH2:14][CH2:15][CH2:16][CH2:17][N:28]1[CH2:27][CH2:26][C:25]2[C:30](=[CH:31][C:32]([O:33][CH3:34])=[C:23]([O:22][CH3:21])[CH:24]=2)[CH:29]1[C:35]1[CH:40]=[CH:39][CH:38]=[CH:37][CH:36]=1)[C:2]1[CH:7]=[CH:6][CH:5]=[CH:4][CH:3]=1. The catalyst class is: 3. (8) Reactant: C(N(CC)CC)C.[I-].[CH2:9]([O:11][C:12]([C@@:14]1([NH:19][C:20](N2C=C[N+](C)=C2)=[O:21])[CH2:16][C@H:15]1[CH:17]=[CH2:18])=[O:13])[CH3:10].[CH2:28]([N:34]([CH3:43])[C:35]([C@@H:37]1[CH2:41][C@@H:40]([OH:42])[CH2:39][NH:38]1)=[O:36])[CH2:29][CH2:30][CH2:31][CH:32]=[CH2:33]. Product: [CH2:9]([O:11][C:12]([C@@:14]1([NH:19][C:20]([N:38]2[CH2:39][C@H:40]([OH:42])[CH2:41][C@H:37]2[C:35](=[O:36])[N:34]([CH2:28][CH2:29][CH2:30][CH2:31][CH:32]=[CH2:33])[CH3:43])=[O:21])[CH2:16][C@@H:15]1[CH:17]=[CH2:18])=[O:13])[CH3:10]. The catalyst class is: 2.